Dataset: Retrosynthesis with 50K atom-mapped reactions and 10 reaction types from USPTO. Task: Predict the reactants needed to synthesize the given product. (1) The reactants are: CC(C)(C)OC(=O)N1CCN(c2ncnc3[nH]cnc23)CC1.CI. Given the product Cn1cnc2c(N3CCN(C(=O)OC(C)(C)C)CC3)ncnc21, predict the reactants needed to synthesize it. (2) Given the product CC(O)c1cccc(C2OCCO2)n1, predict the reactants needed to synthesize it. The reactants are: CC(=O)c1cccc(C2OCCO2)n1. (3) Given the product CCOC(=O)C1CCc2ccc(OCCBr)cc2O1, predict the reactants needed to synthesize it. The reactants are: CCOC(=O)C1CCc2ccc(O)cc2O1.OCCBr. (4) Given the product CCCCN(C(=O)CBr)c1cccc(CO)c1, predict the reactants needed to synthesize it. The reactants are: CCCCNc1cccc(CO)c1.O=C(Br)CBr. (5) Given the product NCc1cc(F)ccc1-n1cncn1, predict the reactants needed to synthesize it. The reactants are: N#Cc1cc(F)ccc1-n1cncn1.